Dataset: Forward reaction prediction with 1.9M reactions from USPTO patents (1976-2016). Task: Predict the product of the given reaction. (1) Given the reactants [Na].[P:2]([O-:6])([O-:5])([O-:4])=[O:3].[O-:7][P:8]1([O:25]P([O-])(=O)[O:13][P:11]([O-:30])(=[O:12])[O:10][P:8]([O-:25])(=[O:9])[O:7]P([O-])(=O)[O:13][P:11]([O-:30])(=[O:12])[O:10]1)=[O:9].[Na+].[Na+].[Na+].[Na+].[Na+].[Na+].[O-]P(OP(OP([O-])([O-])=O)([O-])=O)(=O)[O-].[Na+].[Na+].[Na+].[Na+].[Na+], predict the reaction product. The product is: [P:2]([O-:6])([O-:5])([O-:4])=[O:3].[O-:9][P:8]([O:10][P:11]([O-:30])([O-:13])=[O:12])(=[O:7])[O-:25]. (2) Given the reactants [O:1]=[C:2]1[CH:7]=[C:6]([CH2:8][NH:9][C:10]([C:12]2[C:13]3[CH:14]=[N:15][N:16]([C:21]4[CH:26]=[CH:25][C:24]([F:27])=[CH:23][CH:22]=4)[C:17]=3[CH:18]=[CH:19][CH:20]=2)=[O:11])[CH:5]=[CH:4][NH:3]1.[C:28]([O-])([O-])=O.[K+].[K+].IC, predict the reaction product. The product is: [CH3:28][N:3]1[CH:4]=[CH:5][C:6]([CH2:8][NH:9][C:10]([C:12]2[C:13]3[CH:14]=[N:15][N:16]([C:21]4[CH:26]=[CH:25][C:24]([F:27])=[CH:23][CH:22]=4)[C:17]=3[CH:18]=[CH:19][CH:20]=2)=[O:11])=[CH:7][C:2]1=[O:1]. (3) Given the reactants C([O:3][CH:4](OCC)[C:5]1[N:6]=[N:7][N:8]([CH2:10][Si:11]([CH3:14])([CH3:13])[CH3:12])[CH:9]=1)C.Cl.CCOCC, predict the reaction product. The product is: [CH3:14][Si:11]([CH2:10][N:8]1[CH:9]=[C:5]([CH:4]=[O:3])[N:6]=[N:7]1)([CH3:12])[CH3:13]. (4) The product is: [C:1]([C:4]1[CH:9]=[CH:8][CH:7]=[CH:6][C:5]=1[C:10]1[CH:11]=[CH:12][C:13]([C:16]([N:43]2[C:44]3[CH:51]=[CH:50][CH:49]=[CH:48][C:45]=3[CH2:46][N:47]3[C:38]([C:36]([NH:35][CH2:34][C:30]4[CH:29]=[N:28][CH:33]=[CH:32][CH:31]=4)=[O:37])=[CH:39][CH:40]=[C:41]3[CH2:42]2)=[O:18])=[CH:14][CH:15]=1)(=[O:3])[CH3:2]. Given the reactants [C:1]([C:4]1[CH:9]=[CH:8][CH:7]=[CH:6][C:5]=1[C:10]1[CH:15]=[CH:14][C:13]([C:16]([OH:18])=O)=[CH:12][CH:11]=1)(=[O:3])[CH3:2].C(Cl)(=O)C(Cl)=O.ClCCl.[N:28]1[CH:33]=[CH:32][CH:31]=[C:30]([CH2:34][NH:35][C:36]([C:38]2[N:47]3[C:41]([CH2:42][NH:43][C:44]4[CH:51]=[CH:50][CH:49]=[CH:48][C:45]=4[CH2:46]3)=[CH:40][CH:39]=2)=[O:37])[CH:29]=1, predict the reaction product. (5) The product is: [CH2:1]([O:3][C:4](=[O:29])[CH2:5][C:6]1[CH:11]=[CH:10][C:9]([O:12][CH3:13])=[C:8]([O:14][C:15]2[CH:20]=[CH:19][C:18]([C:21]([F:24])([F:22])[F:23])=[CH:17][C:16]=2[CH2:25][N:26]([CH2:27][CH3:28])[C:31]([O:33][CH3:34])=[O:32])[CH:7]=1)[CH3:2]. Given the reactants [CH2:1]([O:3][C:4](=[O:29])[CH2:5][C:6]1[CH:11]=[CH:10][C:9]([O:12][CH3:13])=[C:8]([O:14][C:15]2[CH:20]=[CH:19][C:18]([C:21]([F:24])([F:23])[F:22])=[CH:17][C:16]=2[CH2:25][NH:26][CH2:27][CH3:28])[CH:7]=1)[CH3:2].Cl[C:31]([O:33][CH3:34])=[O:32], predict the reaction product. (6) Given the reactants C(Cl)(=O)C(Cl)=O.CS(C)=O.[CH3:11][C:12]1[S:13][C:14]2[C:20]([CH2:21][OH:22])=[CH:19][CH:18]=[CH:17][C:15]=2[N:16]=1.C(N(CC)CC)C.[Cl-].[NH4+], predict the reaction product. The product is: [CH3:11][C:12]1[S:13][C:14]2[C:20]([CH:21]=[O:22])=[CH:19][CH:18]=[CH:17][C:15]=2[N:16]=1.